This data is from Full USPTO retrosynthesis dataset with 1.9M reactions from patents (1976-2016). The task is: Predict the reactants needed to synthesize the given product. (1) Given the product [CH3:15][O:14][CH2:13][C:8]1([C:5]2[CH:6]=[CH:7][C:2]([N:16]3[CH:20]=[CH:19][CH:18]=[N:17]3)=[CH:3][CH:4]=2)[O:12][CH2:11][CH2:10][O:9]1, predict the reactants needed to synthesize it. The reactants are: Br[C:2]1[CH:7]=[CH:6][C:5]([C:8]2([CH2:13][O:14][CH3:15])[O:12][CH2:11][CH2:10][O:9]2)=[CH:4][CH:3]=1.[NH:16]1[CH:20]=[CH:19][CH:18]=[N:17]1.N1C2C(=CC=CC=2O)C=CC=1.C(=O)([O-])[O-].[K+].[K+]. (2) Given the product [Cl:1][C:2]1[CH:10]=[CH:9][C:5]([C:6]([N:16]([C:15]2[CH:18]=[CH:19][C:12]([F:11])=[CH:13][CH:14]=2)[CH3:17])=[O:7])=[CH:4][N:3]=1, predict the reactants needed to synthesize it. The reactants are: [Cl:1][C:2]1[CH:10]=[CH:9][C:5]([C:6](Cl)=[O:7])=[CH:4][N:3]=1.[F:11][C:12]1[CH:19]=[CH:18][C:15]([NH:16][CH3:17])=[CH:14][CH:13]=1.C1CCN2C(=NCCC2)CC1. (3) Given the product [ClH:1].[CH3:2][C:3]1[CH:8]=[CH:7][C:6]2[C:23]3[CH2:22][NH:21][CH2:26][CH2:25][C:24]=3[NH:9][C:5]=2[C:4]=1[S:11][C:12]1[CH:17]=[CH:16][C:15]([CH3:18])=[CH:14][CH:13]=1, predict the reactants needed to synthesize it. The reactants are: [ClH:1].[CH3:2][C:3]1[C:4]([S:11][C:12]2[CH:17]=[CH:16][C:15]([CH3:18])=[CH:14][CH:13]=2)=[C:5]([NH:9]N)[CH:6]=[CH:7][CH:8]=1.O.Cl.[NH:21]1[CH2:26][CH2:25][C:24](=O)[CH2:23][CH2:22]1.Cl. (4) Given the product [CH:22]([C:25]1[CH:30]=[CH:29][CH:28]=[C:27]([CH:31]([CH3:32])[CH3:33])[C:26]=1[NH:34][C:35](=[O:36])[N:11]([CH2:10][C:7]1[CH:6]=[CH:5][C:4]([C:3]([N:2]([CH3:1])[CH3:21])=[O:20])=[CH:9][CH:8]=1)[C:12]1[CH:17]=[CH:16][C:15]([CH2:18][CH3:19])=[CH:14][CH:13]=1)([CH3:23])[CH3:24], predict the reactants needed to synthesize it. The reactants are: [CH3:1][N:2]([CH3:21])[C:3](=[O:20])[C:4]1[CH:9]=[CH:8][C:7]([CH2:10][NH:11][C:12]2[CH:17]=[CH:16][C:15]([CH2:18][CH3:19])=[CH:14][CH:13]=2)=[CH:6][CH:5]=1.[CH:22]([C:25]1[CH:30]=[CH:29][CH:28]=[C:27]([CH:31]([CH3:33])[CH3:32])[C:26]=1[N:34]=[C:35]=[O:36])([CH3:24])[CH3:23]. (5) Given the product [CH2:1]([N:8]([CH3:35])[C:9]1[NH:10][C:11](=[O:33])[CH:12]=[C:13]([C:15]([NH:17][CH:18]([C:22]2[CH:23]=[CH:24][C:25]([O:28][C:29]([F:31])([F:30])[F:32])=[CH:26][CH:27]=2)[CH2:19][O:20][CH3:21])=[O:16])[N:14]=1)[C:2]1[CH:3]=[CH:4][CH:5]=[CH:6][CH:7]=1, predict the reactants needed to synthesize it. The reactants are: [CH2:1]([N:8]([CH3:35])[C:9]1[N:14]=[C:13]([C:15]([NH:17][CH:18]([C:22]2[CH:27]=[CH:26][C:25]([O:28][C:29]([F:32])([F:31])[F:30])=[CH:24][CH:23]=2)[CH2:19][O:20][CH3:21])=[O:16])[CH:12]=[C:11]([O:33]C)[N:10]=1)[C:2]1[CH:7]=[CH:6][CH:5]=[CH:4][CH:3]=1.Cl.N1C=CC=CC=1.O. (6) Given the product [CH3:22][C:23]1[N:27]=[C:26]([N:28]2[CH2:29][CH2:30][CH:31]([NH:1][C:2]3[N:21]=[C:5]4[C:6]([C:10]5([OH:20])[CH2:11][CH2:12][CH:13]([C:16]([F:17])([F:18])[F:19])[CH2:14][CH2:15]5)=[CH:7][CH:8]=[CH:9][N:4]4[N:3]=3)[CH2:32][CH2:33]2)[S:25][N:24]=1, predict the reactants needed to synthesize it. The reactants are: [NH2:1][C:2]1[N:21]=[C:5]2[C:6]([C:10]3([OH:20])[CH2:15][CH2:14][CH:13]([C:16]([F:19])([F:18])[F:17])[CH2:12][CH2:11]3)=[CH:7][CH:8]=[CH:9][N:4]2[N:3]=1.[CH3:22][C:23]1[N:27]=[C:26]([N:28]2[CH2:33][CH2:32][C:31](=O)[CH2:30][CH2:29]2)[S:25][N:24]=1.[BH4-].[Na+]. (7) Given the product [F:11][C:12]([F:23])([F:22])[C:13]([NH:10][C@@H:7]([C:1]1[CH:6]=[CH:5][CH:4]=[CH:3][CH:2]=1)[CH2:8][CH3:9])=[O:14], predict the reactants needed to synthesize it. The reactants are: [C:1]1([C@H:7]([NH2:10])[CH2:8][CH3:9])[CH:6]=[CH:5][CH:4]=[CH:3][CH:2]=1.[F:11][C:12]([F:23])([F:22])[C:13](O[C:13](=[O:14])[C:12]([F:23])([F:22])[F:11])=[O:14].N1C=CC=CC=1.